Dataset: Catalyst prediction with 721,799 reactions and 888 catalyst types from USPTO. Task: Predict which catalyst facilitates the given reaction. (1) Reactant: [F:1][CH:2]([F:32])[C:3]1[N:7]([C:8]2[N:13]=[C:12]([N:14]3[CH2:19][CH2:18][O:17][CH2:16][CH2:15]3)[N:11]=[C:10]([NH:20][C@H:21]3[CH2:26][CH2:25][C@H:24]([NH2:27])[CH2:23][CH2:22]3)[N:9]=2)[C:6]2[CH:28]=[CH:29][CH:30]=[CH:31][C:5]=2[N:4]=1.[CH:33](=O)[CH3:34].C(O[BH-](OC(=O)C)OC(=O)C)(=O)C.C(=O)C1C=CC=CC=1. Product: [F:32][CH:2]([F:1])[C:3]1[N:7]([C:8]2[N:13]=[C:12]([N:14]3[CH2:15][CH2:16][O:17][CH2:18][CH2:19]3)[N:11]=[C:10]([NH:20][C@H:21]3[CH2:22][CH2:23][C@H:24]([NH:27][CH2:33][CH3:34])[CH2:25][CH2:26]3)[N:9]=2)[C:6]2[CH:28]=[CH:29][CH:30]=[CH:31][C:5]=2[N:4]=1. The catalyst class is: 875. (2) Reactant: [F:1][C:2]1[CH:30]=[C:29]([F:31])[CH:28]=[CH:27][C:3]=1[O:4][C:5]1[CH:6]=[C:7]2[C:11](=[CH:12][C:13]=1[C:14]([NH:16][C@H:17]1[CH2:21][CH2:20][NH:19][C:18]1=[O:22])=[O:15])[N:10]([CH2:23][CH:24]([CH3:26])[CH3:25])[N:9]=[CH:8]2.N[C@H:33]1CCCCN[C:34]1=O. Product: [F:1][C:2]1[CH:30]=[C:29]([F:31])[CH:28]=[CH:27][C:3]=1[O:4][C:5]1[CH:6]=[C:7]2[C:11](=[CH:12][C:13]=1[C:14]([NH:16][C@H:17]1[CH2:34][CH2:33][CH2:21][CH2:20][NH:19][C:18]1=[O:22])=[O:15])[N:10]([CH2:23][CH:24]([CH3:25])[CH3:26])[N:9]=[CH:8]2. The catalyst class is: 96. (3) The catalyst class is: 6. Product: [CH2:24]([NH+:26]([CH2:29][CH3:30])[CH2:27][CH3:28])[CH3:25].[P:3]([O:7][CH2:8][C@H:9]1[O:13][C@@H:12]([N:14]2[CH:21]=[CH:20][C:18](=[O:19])[NH:17][C:15]2=[O:16])[C@H:11]([OH:22])[C@@H:10]1[OH:23])([O-:5])([O-:6])=[O:4].[CH2:24]([NH+:26]([CH2:29][CH3:30])[CH2:27][CH3:28])[CH3:25]. Reactant: [Na+].[Na+].[P:3]([O:7][CH2:8][C@H:9]1[O:13][C@@H:12]([N:14]2[CH:21]=[CH:20][C:18](=[O:19])[NH:17][C:15]2=[O:16])[C@H:11]([OH:22])[C@@H:10]1[OH:23])([O-:6])([O-:5])=[O:4].[CH2:24]([NH+:26]([CH2:29][CH3:30])[CH2:27][CH3:28])[CH3:25].